Dataset: Catalyst prediction with 721,799 reactions and 888 catalyst types from USPTO. Task: Predict which catalyst facilitates the given reaction. (1) Reactant: [CH:1]1([S:7]([C:10]2[CH:17]=[CH:16][C:13]([CH2:14][NH2:15])=[CH:12][CH:11]=2)(=O)=O)[CH2:6][CH2:5][CH2:4][CH2:3][CH2:2]1.C1(S(C2C=CC(C#N)=CC=2)(=O)=O)CCCCC1.B.C1COCC1.Cl. Product: [CH:1]1([S:7][C:10]2[CH:11]=[CH:12][C:13]([C:14]#[N:15])=[CH:16][CH:17]=2)[CH2:6][CH2:5][CH2:4][CH2:3][CH2:2]1. The catalyst class is: 1. (2) Reactant: [F:1][C:2]([F:22])([F:21])[O:3][C:4]1[CH:9]=[CH:8][C:7](OS(C2C=CC(C)=CC=2)(=O)=O)=[CH:6][CH:5]=1.[CH2:23]([C:28]1[CH:33]=[CH:32][CH:31]=[CH:30][CH:29]=1)[CH2:24][CH2:25][C:26]#[CH:27]. Product: [C:28]1([CH2:23][CH2:24][CH2:25][C:26]#[C:27][C:6]2[CH:5]=[C:4]([O:3][C:2]([F:1])([F:21])[F:22])[CH:9]=[CH:8][CH:7]=2)[CH:33]=[CH:32][CH:31]=[CH:30][CH:29]=1. The catalyst class is: 194.